Dataset: Reaction yield outcomes from USPTO patents with 853,638 reactions. Task: Predict the reaction yield, written as a fraction of the theoretical maximum amount of product (1.0 means a 100% yield; for example, 0.34 means a 34% yield). (1) The reactants are FC(F)(F)S(O[C:7]1[CH:8]=[C:9]2[C:14](=[CH:15][CH:16]=1)[CH:13]=[C:12]([CH2:17][N:18]1[CH2:23][CH2:22][CH:21]([C:24]([O:26][CH2:27][CH3:28])=[O:25])[CH2:20][CH2:19]1)[CH:11]=[CH:10]2)(=O)=O.[C:31]([CH:35]1[CH2:40][CH2:39][C:38](=[CH2:41])[CH2:37][CH2:36]1)([CH3:34])([CH3:33])[CH3:32].C([O-])([O-])=O.[K+].[K+].CC1(C)C2C(=C(P(C3C=CC=CC=3)C3C=CC=CC=3)C=CC=2)OC2C(P(C3C=CC=CC=3)C3C=CC=CC=3)=CC=CC1=2. The catalyst is CC([O-])=O.CC([O-])=O.[Pd+2].CN1C(=O)CCC1. The product is [C:31]([CH:35]1[CH2:36][CH2:37][C:38](=[CH:41][C:7]2[CH:8]=[C:9]3[C:14](=[CH:15][CH:16]=2)[CH:13]=[C:12]([CH2:17][N:18]2[CH2:19][CH2:20][CH:21]([C:24]([O:26][CH2:27][CH3:28])=[O:25])[CH2:22][CH2:23]2)[CH:11]=[CH:10]3)[CH2:39][CH2:40]1)([CH3:34])([CH3:33])[CH3:32]. The yield is 0.350. (2) The reactants are [CH3:1][C:2]1[N:7]=[C:6]2[S:8][C:9]3[CH2:13][CH2:12][CH2:11][C:10]=3[C:5]2=[C:4]([C:14]2[CH:19]=[CH:18][C:17]([CH3:20])=[CH:16][CH:15]=2)[C:3]=1[CH:21]([CH2:26][C:27]1[CH:32]=[CH:31][CH:30]=[CH:29][CH:28]=1)[C:22]([O:24]C)=[O:23].[OH-].[Na+]. The catalyst is CO. The product is [CH3:1][C:2]1[N:7]=[C:6]2[S:8][C:9]3[CH2:13][CH2:12][CH2:11][C:10]=3[C:5]2=[C:4]([C:14]2[CH:19]=[CH:18][C:17]([CH3:20])=[CH:16][CH:15]=2)[C:3]=1[CH:21]([CH2:26][C:27]1[CH:28]=[CH:29][CH:30]=[CH:31][CH:32]=1)[C:22]([OH:24])=[O:23]. The yield is 0.380. (3) The reactants are [CH3:1][S:2](Cl)(=[O:4])=[O:3].[CH3:6][C:7]1[N:11]([CH2:12][CH2:13][OH:14])[C:10]([N+:15]([O-:17])=[O:16])=[CH:9][N:8]=1. The catalyst is C(Cl)Cl. The product is [CH3:1][S:2]([O:14][CH2:13][CH2:12][N:11]1[C:10]([N+:15]([O-:17])=[O:16])=[CH:9][N:8]=[C:7]1[CH3:6])(=[O:4])=[O:3]. The yield is 0.970. (4) The reactants are CON(C)[C:4]([C:6]1[C:11]([NH2:12])=[N:10][CH:9]=[C:8]([I:13])[N:7]=1)=[O:5].[C:15]1([Mg]Br)[CH:20]=[CH:19][CH:18]=[CH:17][CH:16]=1.C(O)(=O)CC(CC(O)=O)(C(O)=O)O. The catalyst is C1COCC1.CCOCC.O.ClCCl. The product is [NH2:12][C:11]1[C:6]([C:4]([C:15]2[CH:20]=[CH:19][CH:18]=[CH:17][CH:16]=2)=[O:5])=[N:7][C:8]([I:13])=[CH:9][N:10]=1. The yield is 0.680. (5) The reactants are [F:1][C:2]1[C:10]2[CH2:9][CH2:8][CH2:7][CH2:6][C:5]=2[N:4]2[CH2:11][CH2:12][N:13]([C:16]3[N:23]=[CH:22][CH:21]=[C:20]([C:24]4[CH:29]=[C:28]([NH:30][C:31]5[CH:36]=[CH:35][N:34]=[C:33]([CH3:37])[N:32]=5)[C:27](=[O:38])[N:26]([CH3:39])[CH:25]=4)[C:17]=3[CH:18]=[O:19])[C:14](=[O:15])[C:3]=12.[BH4-].[Na+]. The catalyst is CO. The product is [F:1][C:2]1[C:10]2[CH2:9][CH2:8][CH2:7][CH2:6][C:5]=2[N:4]2[CH2:11][CH2:12][N:13]([C:16]3[C:17]([CH2:18][OH:19])=[C:20]([C:24]4[CH:29]=[C:28]([NH:30][C:31]5[CH:36]=[CH:35][N:34]=[C:33]([CH3:37])[N:32]=5)[C:27](=[O:38])[N:26]([CH3:39])[CH:25]=4)[CH:21]=[CH:22][N:23]=3)[C:14](=[O:15])[C:3]=12. The yield is 0.440.